This data is from Full USPTO retrosynthesis dataset with 1.9M reactions from patents (1976-2016). The task is: Predict the reactants needed to synthesize the given product. Given the product [F:29][C:30]([F:35])([F:34])[C:31]([OH:33])=[O:32].[F:29][C:30]([F:35])([F:34])[C:31]([OH:33])=[O:32].[NH2:21][CH2:20][C:2]1([OH:1])[CH2:7][CH2:6][N:5]([CH2:8][C:9]2[S:13][C:12]([C:14]3[CH:19]=[CH:18][CH:17]=[CH:16][N:15]=3)=[N:11][CH:10]=2)[CH2:4][CH2:3]1, predict the reactants needed to synthesize it. The reactants are: [OH:1][C:2]1([CH2:20][NH:21]C(=O)OC(C)(C)C)[CH2:7][CH2:6][N:5]([CH2:8][C:9]2[S:13][C:12]([C:14]3[CH:19]=[CH:18][CH:17]=[CH:16][N:15]=3)=[N:11][CH:10]=2)[CH2:4][CH2:3]1.[F:29][C:30]([F:35])([F:34])[C:31]([OH:33])=[O:32].